Regression/Classification. Given an antibody's heavy chain and light chain sequences, predict its developability. TAP uses regression for 5 developability metrics; SAbDab uses binary classification. From a dataset of Antibody developability classification from SAbDab with 2,409 antibodies. (1) The antibody is ['EVQLQESGGGLVQPGESLRLSCVGSGSSFGESTLSYYAVSWVRQAPGKGLEWLSIINAGGGDIDYADSVEGRFTISRDNSKETLYLQMTNLRVEDTGVYYCAKHMSMQQVVSAGWERADLVGDAFDVWGQGTMVTVSS', 'DIQLTQSPSSLSASVGDRVTLTCQASQDIRKFLNWYQQKPGKGPKLLIYDASNLQRGVPSRFSGGGSGTDFTLIISSLQPEDVGTYYCQQYDGLPFTFGGGTKVVIK']. Result: 0 (not developable). (2) The antibody is ['EVKVEESGGGLVQPGGSMKISCVVSGLTFSNYWMSWVRQSPEKGLEWVAEIRLKSDNYATYYAESVKGKFTISRDDSKSRLYLQMNNLRTEDTGIYYCFLPMDYWGQGTSVTVSS', 'DIVMTQAAFSNPVTLGTSASISCRSSKSLLHSDGITYLYWYLQKPGQSPHLLIYHLSNLASGVPDRFSSSGSGTDFTLRISRVEAEDVGIYYCAHNVELPRTFGGGTKLEIK']. Result: 0 (not developable). (3) The antibody is ['EVQLQQSGAELVRPGTSVKMSCKAAGYTFTKYWIGWVKQRPGHGLEWIGDIHPGSFYSNYNEKFKGKATLTADTSSSTAYMQLSSLTSEDSAIYYCARDYYTNYGDWGQGTSVTVSS', 'DIVMTQAAPSVSVTPGESVSISCRSSKSLLHRNGNTYLFWFLQRPGQSPQLLIYRMSNLASGVPDRFSGSGSGTAFTLRISRVEAEDVGVYYCMQHLEYPYTFGSGTKLELK']. Result: 0 (not developable). (4) The antibody is ['QVQLQESGPGLVAPSQSLSITCTVSGFSLTGYGVNWVRQPPGKGLEWLGMIWGDGNTDYNSALKSRLSISKDNSKSQVFLKMNSLHTDDTARYYCARERDYRLDYWGQGTTVTVSS', 'DIVLTQSPASLSASVGETVTITCRASGNIHNYLAWYQQKQGKSPQLLVYYTTTLADGVPSRFSGSGSGTQYSLKINSLQPDDFGSYYCQHFWSTPRTFGGGTKLEIK']. Result: 0 (not developable). (5) The antibody is ['1n8z', 'DIQMTQSPSSLSASVGDRVTITCRASQDVNTAVAWYQQKPGKAPKLLIYSASFLYSGVPSRFSGSRSGTDFTLTISSLQPEDFATYYCQQHYTTPPTFGQGTKVEIK']. Result: 1 (developable).